From a dataset of Reaction yield outcomes from USPTO patents with 853,638 reactions. Predict the reaction yield, written as a fraction of the theoretical maximum amount of product (1.0 means a 100% yield; for example, 0.34 means a 34% yield). (1) The reactants are Br[C:2]1[CH:17]=[CH:16][C:5]([CH2:6][CH2:7][NH:8][C:9](=[O:15])[O:10][C:11]([CH3:14])([CH3:13])[CH3:12])=[CH:4][CH:3]=1.[B:18]1([B:18]2[O:22][C:21]([CH3:24])([CH3:23])[C:20]([CH3:26])([CH3:25])[O:19]2)[O:22][C:21]([CH3:24])([CH3:23])[C:20]([CH3:26])([CH3:25])[O:19]1.C([O-])(=O)C.[K+]. The catalyst is O1CCOCC1. The product is [CH3:25][C:20]1([CH3:26])[C:21]([CH3:24])([CH3:23])[O:22][B:18]([C:2]2[CH:17]=[CH:16][C:5]([CH2:6][CH2:7][NH:8][C:9](=[O:15])[O:10][C:11]([CH3:14])([CH3:13])[CH3:12])=[CH:4][CH:3]=2)[O:19]1. The yield is 0.700. (2) The reactants are [CH3:1][O:2][C:3](=[O:25])[CH:4]([N:11]1[CH2:16][CH2:15][N:14]([C:17]2[CH:22]=[CH:21][C:20]([NH2:23])=[CH:19][C:18]=2[F:24])[CH2:13][CH2:12]1)[C:5]1[CH:10]=[CH:9][CH:8]=[CH:7][CH:6]=1.[CH3:26][CH:27]([CH3:33])[CH2:28][CH2:29][C:30](Cl)=[O:31]. The catalyst is C(Cl)Cl. The product is [CH3:1][O:2][C:3](=[O:25])[CH:4]([N:11]1[CH2:12][CH2:13][N:14]([C:17]2[CH:22]=[CH:21][C:20]([NH:23][C:30](=[O:31])[CH2:29][CH2:28][CH:27]([CH3:33])[CH3:26])=[CH:19][C:18]=2[F:24])[CH2:15][CH2:16]1)[C:5]1[CH:10]=[CH:9][CH:8]=[CH:7][CH:6]=1. The yield is 0.730. (3) The reactants are Br[CH2:2][CH2:3][O:4][CH2:5][CH2:6][Br:7].[Cl:8][C:9]1[CH:28]=[CH:27][C:12]([NH:13][C:14]2[C:23]3[C:18](=[CH:19][C:20]([OH:26])=[C:21]([O:24][CH3:25])[CH:22]=3)[N:17]=[CH:16][N:15]=2)=[C:11]([F:29])[CH:10]=1.C(=O)([O-])[O-].[K+].[K+]. The catalyst is CN(C=O)C. The product is [Br:7][CH2:6][CH2:5][O:4][CH2:3][CH2:2][O:26][C:20]1[CH:19]=[C:18]2[C:23]([C:14]([NH:13][C:12]3[CH:27]=[CH:28][C:9]([Cl:8])=[CH:10][C:11]=3[F:29])=[N:15][CH:16]=[N:17]2)=[CH:22][C:21]=1[O:24][CH3:25]. The yield is 0.520. (4) The reactants are [CH3:1][O:2][C:3](=[O:20])[C:4]1[CH:9]=[C:8]([CH:10]=C)[C:7]([C:12]([F:15])([F:14])[F:13])=[CH:6][C:5]=1[NH:16][C:17](=[O:19])[CH3:18].[O:21]=[O+][O-].O=O.CSC.C1(P(C2C=CC=CC=2)C2C=CC=CC=2)C=CC=CC=1. The catalyst is C(Cl)Cl. The product is [CH3:1][O:2][C:3](=[O:20])[C:4]1[CH:9]=[C:8]([CH:10]=[O:21])[C:7]([C:12]([F:15])([F:14])[F:13])=[CH:6][C:5]=1[NH:16][C:17](=[O:19])[CH3:18]. The yield is 0.830. (5) The reactants are [Si:1]([O:8][CH2:9][CH2:10][CH2:11][O:12][C:13]1[CH:14]=[C:15]2[C:19](=[CH:20][CH:21]=1)[NH:18][CH:17]=[CH:16]2)([C:4]([CH3:7])([CH3:6])[CH3:5])([CH3:3])[CH3:2].[CH3:22][C:23](C)([O-])[CH3:24].[K+].IC(C)C. The catalyst is CN(C)C=O.C(OCC)(=O)C. The product is [Si:1]([O:8][CH2:9][CH2:10][CH2:11][O:12][C:13]1[CH:14]=[C:15]2[C:19](=[CH:20][CH:21]=1)[N:18]([CH:23]([CH3:24])[CH3:22])[CH:17]=[CH:16]2)([C:4]([CH3:6])([CH3:7])[CH3:5])([CH3:3])[CH3:2]. The yield is 0.380. (6) The reactants are [CH:1]1([CH:7]([O:11][CH3:12])[C:8]([OH:10])=O)[CH2:6][CH2:5][CH2:4][CH2:3][CH2:2]1.CN([C:16]([O:20][N:21]1N=NC2C=CC=N[C:22]1=2)=[N+](C)C)C.F[P-](F)(F)(F)(F)F.CCN(C(C)C)C(C)C.Cl.CNOC. The catalyst is CN(C=O)C. The product is [CH:1]1([CH:7]([O:11][CH3:12])[C:8]([N:21]([O:20][CH3:16])[CH3:22])=[O:10])[CH2:2][CH2:3][CH2:4][CH2:5][CH2:6]1. The yield is 0.520. (7) The reactants are [CH3:1][NH:2][C:3]1[CH:8]=[CH:7][C:6]([C:9]2[S:10][C:11]3[CH:17]=[C:16]([O:18]CCO[Si](C(C)(C)C)(C)C)[CH:15]=[CH:14][C:12]=3[CH:13]=2)=[CH:5][CH:4]=1.C(=O)([O-])[O-].[K+].[K+].[Si:35]([O:52][CH2:53][CH2:54][CH2:55]Br)([C:48]([CH3:51])([CH3:50])[CH3:49])([C:42]1[CH:47]=[CH:46][CH:45]=[CH:44][CH:43]=1)[C:36]1[CH:41]=[CH:40][CH:39]=[CH:38][CH:37]=1.[Cl-].[Na+]. No catalyst specified. The product is [CH3:1][NH:2][C:3]1[CH:4]=[CH:5][C:6]([C:9]2[S:10][C:11]3[CH:17]=[C:16]([O:18][CH2:55][CH2:54][CH2:53][O:52][Si:35]([C:48]([CH3:49])([CH3:51])[CH3:50])([C:36]4[CH:37]=[CH:38][CH:39]=[CH:40][CH:41]=4)[C:42]4[CH:47]=[CH:46][CH:45]=[CH:44][CH:43]=4)[CH:15]=[CH:14][C:12]=3[CH:13]=2)=[CH:7][CH:8]=1. The yield is 0.690.